Dataset: Forward reaction prediction with 1.9M reactions from USPTO patents (1976-2016). Task: Predict the product of the given reaction. (1) The product is: [F:12][C:13]1[CH:18]=[CH:17][C:16]([CH:19]=[O:20])=[CH:15][C:14]=1[C:2]1[N:7]=[C:6]([C:8]([O:10][CH3:11])=[O:9])[CH:5]=[CH:4][CH:3]=1. Given the reactants Br[C:2]1[N:7]=[C:6]([C:8]([O:10][CH3:11])=[O:9])[CH:5]=[CH:4][CH:3]=1.[F:12][C:13]1[CH:18]=[CH:17][C:16]([CH:19]=[O:20])=[CH:15][C:14]=1B(O)O.C([O-])([O-])=O.[Na+].[Na+], predict the reaction product. (2) Given the reactants [H-].[Na+].[N:3]1([CH2:8][CH2:9][CH2:10][CH2:11][C:12]2[CH:17]=[CH:16][C:15]([OH:18])=[CH:14][CH:13]=2)[CH:7]=[CH:6][N:5]=[N:4]1.[Cl:19][C:20]1[CH:25]=[CH:24][C:23]([CH:26]=[CH:27][C:28]2[O:29][CH:30]=[C:31]([CH2:33]Cl)[N:32]=2)=[C:22]([F:35])[CH:21]=1, predict the reaction product. The product is: [Cl:19][C:20]1[CH:25]=[CH:24][C:23](/[CH:26]=[CH:27]/[C:28]2[O:29][CH:30]=[C:31]([CH2:33][O:18][C:15]3[CH:14]=[CH:13][C:12]([CH2:11][CH2:10][CH2:9][CH2:8][N:3]4[CH:7]=[CH:6][N:5]=[N:4]4)=[CH:17][CH:16]=3)[N:32]=2)=[C:22]([F:35])[CH:21]=1. (3) Given the reactants COC1C2N=C(N)SC=2C([N:13]2[CH2:18][CH2:17][O:16][CH2:15][CH2:14]2)=CC=1.ClC(OC1C=CC=CC=1)=O.C(O[C:37](=[O:56])[NH:38][C:39]1[S:40][C:41]2[C:47](C3C=CC=CC=3)=[CH:46][CH:45]=[C:44]([O:54][CH3:55])[C:42]=2[N:43]=1)C1C=CC=CC=1.[CH3:57][NH:58][CH:59]1[CH2:64][CH2:63][CH:62]([C:65]([F:68])([F:67])[F:66])[CH2:61][CH2:60]1, predict the reaction product. The product is: [CH3:55][O:54][C:44]1[C:42]2[N:43]=[C:39]([NH:38][C:37](=[O:56])[N:58]([CH3:57])[CH:59]3[CH2:60][CH2:61][CH:62]([C:65]([F:66])([F:67])[F:68])[CH2:63][CH2:64]3)[S:40][C:41]=2[C:47]([N:13]2[CH2:18][CH2:17][O:16][CH2:15][CH2:14]2)=[CH:46][CH:45]=1. (4) Given the reactants [S:1]1[C:5]2[CH2:6][CH2:7][CH2:8][C:9](=[O:10])[C:4]=2[CH:3]=[CH:2]1.C(B(CC)CC)C.I[CH2:19][CH2:20][CH3:21].[OH-].[Na+].OO, predict the reaction product. The product is: [CH2:19]([CH:8]1[C:9](=[O:10])[C:4]2[CH:3]=[CH:2][S:1][C:5]=2[CH2:6][CH2:7]1)[CH2:20][CH3:21].